This data is from Forward reaction prediction with 1.9M reactions from USPTO patents (1976-2016). The task is: Predict the product of the given reaction. (1) The product is: [CH3:25][O:26][CH2:27][CH2:28][CH2:29][NH:30][C:31]1[C:2]2[CH2:8][CH2:7][CH2:6][C:5]3[CH:9]=[C:10]([N:13]4[CH2:17][C@H:16]([CH2:18][NH:19][C:20](=[O:22])[CH3:21])[O:15][C:14]4=[O:23])[CH:11]=[CH:12][C:4]=3[C:3]=2[NH:33][N:32]=1. Given the reactants Br[CH:2]1[CH2:8][CH2:7][CH2:6][C:5]2[CH:9]=[C:10]([N:13]3[CH2:17][C@H:16]([CH2:18][NH:19][C:20](=[O:22])[CH3:21])[O:15][C:14]3=[O:23])[CH:11]=[CH:12][C:4]=2[C:3]1=O.[CH3:25][O:26][CH2:27][CH2:28][CH2:29][NH:30][C:31](=S)[NH:32][NH2:33], predict the reaction product. (2) Given the reactants [F:1][C:2]1[CH:3]=[C:4]([CH2:17][C:18]([O:20]C)=O)[CH:5]=[CH:6][C:7]=1[B:8]1[O:12][C:11]([CH3:14])([CH3:13])[C:10]([CH3:16])([CH3:15])[O:9]1.[NH3:22], predict the reaction product. The product is: [F:1][C:2]1[CH:3]=[C:4]([CH2:17][C:18]([NH2:22])=[O:20])[CH:5]=[CH:6][C:7]=1[B:8]1[O:12][C:11]([CH3:14])([CH3:13])[C:10]([CH3:16])([CH3:15])[O:9]1. (3) Given the reactants [CH:1](=O)[CH2:2][CH2:3][CH3:4].C(O)(=O)C.[NH2:10][C:11]1[CH:19]=[C:18]([F:20])[C:17]([F:21])=[CH:16][C:12]=1[C:13]([OH:15])=[O:14].C(O[BH-](OC(=O)C)OC(=O)C)(=O)C.[Na+], predict the reaction product. The product is: [CH2:1]([NH:10][C:11]1[CH:19]=[C:18]([F:20])[C:17]([F:21])=[CH:16][C:12]=1[C:13]([OH:15])=[O:14])[CH2:2][CH2:3][CH3:4]. (4) The product is: [CH3:13][O:12][C:9]1[CH:10]=[C:11]2[C:6](=[CH:7][C:8]=1[O:14][CH3:15])[N:5]=[CH:4][CH:3]=[C:2]2[O:35][C:32]1[CH:33]=[CH:34][C:29]([C:26]2[C:27](=[O:28])[N:22]([CH2:21][C:20]3[CH:37]=[CH:38][C:17]([F:16])=[C:18]([CH3:39])[CH:19]=3)[CH:23]=[N:24][CH:25]=2)=[CH:30][C:31]=1[F:36]. Given the reactants Cl[C:2]1[C:11]2[C:6](=[CH:7][C:8]([O:14][CH3:15])=[C:9]([O:12][CH3:13])[CH:10]=2)[N:5]=[CH:4][CH:3]=1.[F:16][C:17]1[CH:38]=[CH:37][C:20]([CH2:21][N:22]2[C:27](=[O:28])[C:26]([C:29]3[CH:34]=[CH:33][C:32]([OH:35])=[C:31]([F:36])[CH:30]=3)=[CH:25][N:24]=[CH:23]2)=[CH:19][C:18]=1[CH3:39], predict the reaction product. (5) Given the reactants [Cl:1][C:2]1[CH:35]=[CH:34][C:5]([CH2:6][CH2:7][NH:8][C:9]([C:11]2[CH:33]=[CH:32][C:14]([O:15][C:16]3[CH:21]=[CH:20][C:19]([CH2:22][C:23]([O:25][C:26]([CH3:29])([CH3:28])[CH3:27])=[O:24])=[CH:18][C:17]=3[C:30]#[N:31])=[CH:13][CH:12]=2)=[O:10])=[CH:4][CH:3]=1.[H][H], predict the reaction product. The product is: [Cl:1][C:2]1[CH:3]=[CH:4][C:5]([CH2:6][CH2:7][NH:8][C:9]([C:11]2[CH:12]=[CH:13][C:14]([O:15][C:16]3[CH:21]=[CH:20][C:19]([CH2:22][C:23]([O:25][C:26]([CH3:29])([CH3:28])[CH3:27])=[O:24])=[CH:18][C:17]=3[CH2:30][NH2:31])=[CH:32][CH:33]=2)=[O:10])=[CH:34][CH:35]=1. (6) Given the reactants [N+:1]([C:4]1[CH:5]=[CH:6][C:7]2[N:11]=[C:10]([CH2:12][OH:13])[NH:9][C:8]=2[CH:14]=1)([O-])=O.Cl, predict the reaction product. The product is: [NH2:1][C:4]1[CH:5]=[CH:6][C:7]2[N:11]=[C:10]([CH2:12][OH:13])[NH:9][C:8]=2[CH:14]=1. (7) Given the reactants [Br:1][C:2]1[CH:3]=[C:4]([CH:21]=[C:22](C(F)(F)F)[CH:23]=1)[CH2:5][O:6][C:7]1[CH:12]=[CH:11][CH:10]=[CH:9][C:8]=1[CH2:13][C:14]([O:16][C:17]([CH3:20])([CH3:19])[CH3:18])=[O:15].BrC1C=C(CO)C=C([NH:35][CH2:36][CH:37]2[CH2:39][C:38]2([F:41])[F:40])C=1.OC1C=CC=CC=1CC(OC(C)(C)C)=O, predict the reaction product. The product is: [Br:1][C:2]1[CH:3]=[C:4]([CH:21]=[C:22]([NH:35][CH2:36][CH:37]2[CH2:39][C:38]2([F:41])[F:40])[CH:23]=1)[CH2:5][O:6][C:7]1[CH:12]=[CH:11][CH:10]=[CH:9][C:8]=1[CH2:13][C:14]([O:16][C:17]([CH3:20])([CH3:19])[CH3:18])=[O:15]. (8) Given the reactants [CH:1]1[CH:2]=[CH:3][C:4]2[S:9][N:8]=[C:7]([N:10]3[CH2:15][CH2:14][N:13]([CH2:16][CH2:17][C:18]4[CH:19]=[C:20]5[CH2:28][C:26](=[O:27])[NH:25][C:21]5=[CH:22][C:23]=4[Cl:24])[CH2:12][CH2:11]3)[C:5]=2[CH:6]=1.[ClH:29], predict the reaction product. The product is: [CH:1]1[CH:2]=[CH:3][C:4]2[S:9][N:8]=[C:7]([N:10]3[CH2:11][CH2:12][N:13]([CH2:16][CH2:17][C:18]4[CH:19]=[C:20]5[CH2:28][C:26](=[O:27])[NH:25][C:21]5=[CH:22][C:23]=4[Cl:24])[CH2:14][CH2:15]3)[C:5]=2[CH:6]=1.[ClH:29]. (9) Given the reactants [CH3:1][O:2][C:3](=[O:66])[NH:4][CH:5]([C:9]([N:11]1[CH2:15][CH2:14][CH2:13][CH:12]1[C:16]1[NH:17][C:18]([C:21]2[CH:30]=[CH:29][C:28]3[C:23](=[CH:24][CH:25]=[C:26]([C:31]4[CH:36]=[CH:35][C:34]([C:37]5[NH:38][C:39]([CH:42]6[CH2:46][CH2:45][CH2:44][N:43]6[C:47](=[O:65])[CH:48]([C:59]6[CH:64]=[CH:63][CH:62]=[CH:61][CH:60]=6)[NH:49]C(=O)CC6CCOCC6)=[N:40][CH:41]=5)=[CH:33][CH:32]=4)[CH:27]=3)[CH:22]=2)=[CH:19][N:20]=1)=[O:10])[CH:6]([CH3:8])[CH3:7].[CH3:67][N:68]([CH2:70][C:71]([OH:73])=O)[CH3:69], predict the reaction product. The product is: [CH3:1][O:2][C:3](=[O:66])[NH:4][CH:5]([C:9]([N:11]1[CH2:15][CH2:14][CH2:13][CH:12]1[C:16]1[NH:17][C:18]([C:21]2[CH:30]=[CH:29][C:28]3[C:23](=[CH:24][CH:25]=[C:26]([C:31]4[CH:32]=[CH:33][C:34]([C:37]5[NH:38][C:39]([CH:42]6[CH2:46][CH2:45][CH2:44][N:43]6[C:47](=[O:65])[CH:48]([NH:49][C:71](=[O:73])[CH2:70][N:68]([CH3:69])[CH3:67])[C:59]6[CH:64]=[CH:63][CH:62]=[CH:61][CH:60]=6)=[N:40][CH:41]=5)=[CH:35][CH:36]=4)[CH:27]=3)[CH:22]=2)=[CH:19][N:20]=1)=[O:10])[CH:6]([CH3:8])[CH3:7].